This data is from B-cell epitopes from PDB crystal structures with 447 antigens. The task is: Token-level Classification. Given an antigen amino acid sequence, predict which amino acid positions are active epitope sites capable of antibody binding. Output is a list of indices for active positions. (1) Given the antigen sequence: GSHSMRYFFTSVSRPGRGEPRFIAVGYVDDTQFVRFDSDAASQKMEPRAPWIEQEGPEYWDQETRNMKAHSQTDRANLGTLRGYYNQSEDGSHTIQIMYGCDVGPDGRFLRGYRQDAYDGKDYIALNEDLRSWTAADMAAQITKRKWEAVHAAEQRRVYLEGRCVDGLRRYLENGKETLQRTDPPKTHMTHHPISDHEATLRCWALGFYPAEITLTWQRDGEDQTQDTELVETRPAGDGTFQKWAAVVVPSGEEQRYTCHVQHEGLPKPLTLRW, which amino acid positions are active epitope sites? The epitope positions are: [64, 65, 67, 68, 71, 72, 74, 75, 78, 79, 81, 83, 88, 141, 144, 145, 154, 251]. The amino acids at these positions are: RNKAQTRAGTRYEIRKQG. (2) Given the antigen sequence: YHFNDEFRNLQWGLDLSRLDETQELINEHQVMSTRICVIDSGIDYNHPDLKDNIELNLKELHGRKGFDDDNNGIVDDIYGANFVNNSGNPMDDNYHGTHVSGIISAIGNNNIGVVGVDVNSKLIICKALDEHKLGRLGDMFKCLDYCISRNAHMINGSFSFDEYSGIFNSSVEYLQRKGILFFVSASNCSHPKSSTPDIRKCDLSINAKYPPILSTVYDNVISVANLKKNDNNNHYSLSINSFYSNKYCQLAAPGTNIYSTAPHNSYRKLNGTSMAAPHVAAIASLIFSINPDLSYKKVIQILKDSIVYLPSLKNMVAWAGYADINKAVNLAIKSK, which amino acid positions are active epitope sites? The epitope positions are: [30, 31, 32, 54, 57, 58, 60, 61, 62, 63, 64, 68, 75, 77, 121]. The amino acids at these positions are: VMSELKLHGRKDDIK. (3) Given the antigen sequence: VVKFMDVYQRSYCHPIETLVDIFQEYPDEIEYIFKPSCVPLMRCGGCCNDEGLECVPTEESNITMQIMRIKPHQGQHIGEMSFLQHNKCECRPK, which amino acid positions are active epitope sites? The epitope positions are: [2, 3, 4, 5, 6, 7, 8, 9, 10, 11, 12, 13, 15, 31, 32, 34, 35, 36, 38, 48... (47 total positions)]. The amino acids at these positions are: KFMDVYQRSYCHIYIKPSVNDEGLECVPQI.... (4) Given the antigen sequence: RRQLIRQLLERDKTPLAILFMAAVVGTLVGLAAVAFDKGVAWLQNQRMGALVHTADNYPLLLTVAFLCSAVLAMFGYFLVRKYAPEAGGSGIPEIEGALEDQRPVRWWRVLPVKFFGGLGTLGGGMVLGREGPTVQIGGNIGRMVLDIFRLKGDEARHTLLATGAAAGLAAAFNAPLAGILFIIEVMRPQFRYTLISIKAVFIGVIMSTIMYRIFNHEVALIDVGKLSDAPLNTLWLYLILGIIFGIFGPIFNKWVLGMQDLLHRVHGGNITKWVLMGGAIGGLCGLLGFVAPATSGGGFNLIPIATAGNFSMGMLVFIFVARVITTLLCFSSGAPGGIFAPMLALGTVLGTAFGMVAVELFPQYHLEAGTFAIAGMGALLAASIRAPLTGIILVLEMTDNYQLILPMIITGLGATLLAQFTGGKPLYSAILARTLAKQEA, which amino acid positions are active epitope sites? The epitope positions are: [225, 228, 230, 231, 232, 362, 363, 364, 365]. The amino acids at these positions are: KDPLNPQYH.